Dataset: Forward reaction prediction with 1.9M reactions from USPTO patents (1976-2016). Task: Predict the product of the given reaction. (1) Given the reactants [Br:1][C:2]1[CH:3]=[C:4]2[N:10]=[C:9]([C:11]3[CH:16]=[CH:15][C:14]([N+:17]([O-])=O)=[CH:13][CH:12]=3)[NH:8][C:5]2=[N:6][CH:7]=1.CO, predict the reaction product. The product is: [Br:1][C:2]1[CH:3]=[C:4]2[N:10]=[C:9]([C:11]3[CH:16]=[CH:15][C:14]([NH2:17])=[CH:13][CH:12]=3)[NH:8][C:5]2=[N:6][CH:7]=1. (2) Given the reactants [OH:1][CH2:2][CH2:3][CH2:4][O:5][C:6]1[CH:11]=[CH:10][C:9]([CH2:12][C@H:13]([O:17][CH3:18])[C:14]([OH:16])=[O:15])=[CH:8][CH:7]=1.[F:19][C:20]1[CH:25]=[C:24]([F:26])[CH:23]=[CH:22][C:21]=1O, predict the reaction product. The product is: [F:19][C:20]1[CH:25]=[C:24]([F:26])[CH:23]=[CH:22][C:21]=1[O:1][CH2:2][CH2:3][CH2:4][O:5][C:6]1[CH:11]=[CH:10][C:9]([CH2:12][C@H:13]([O:17][CH3:18])[C:14]([OH:16])=[O:15])=[CH:8][CH:7]=1. (3) Given the reactants [CH2:1]([C:5]1[NH:6][C:7](=[O:15])[C:8]2[NH:13][N:12]=[C:11](I)[C:9]=2[N:10]=1)[CH2:2][CH2:3][CH3:4].C(N(CC)CC)C.[CH2:23]([N:28]1[CH2:32][CH2:31][CH2:30][CH2:29]1)[CH2:24][CH2:25][C:26]#[CH:27].[H][H], predict the reaction product. The product is: [CH2:1]([C:5]1[NH:6][C:7](=[O:15])[C:8]2[NH:13][N:12]=[C:11]([CH2:27][CH2:26][CH2:25][CH2:24][CH2:23][N:28]3[CH2:32][CH2:31][CH2:30][CH2:29]3)[C:9]=2[N:10]=1)[CH2:2][CH2:3][CH3:4]. (4) Given the reactants [F:1][C:2]1[CH:7]=[CH:6][CH:5]=[C:4]([F:8])[C:3]=1[N:9]1[C:14]2[N:15]=[C:16](S(C)(=O)=O)[N:17]=[C:18]([C:19]3[CH:20]=[C:21]([CH:26]=[CH:27][C:28]=3[CH3:29])[C:22]([NH:24][CH3:25])=[O:23])[C:13]=2[CH2:12][NH:11][C:10]1=[O:34].[NH2:35][CH2:36][CH2:37][CH2:38][NH:39][CH:40]([CH3:42])[CH3:41], predict the reaction product. The product is: [NH4+:9].[OH-:23].[F:1][C:2]1[CH:7]=[CH:6][CH:5]=[C:4]([F:8])[C:3]=1[N:9]1[C:14]2[N:15]=[C:16]([NH:35][CH2:36][CH2:37][CH2:38][NH:39][CH:40]([CH3:42])[CH3:41])[N:17]=[C:18]([C:19]3[CH:20]=[C:21]([CH:26]=[CH:27][C:28]=3[CH3:29])[C:22]([NH:24][CH3:25])=[O:23])[C:13]=2[CH2:12][NH:11][C:10]1=[O:34]. (5) The product is: [N:30]1([CH2:36][CH2:37][NH:38][C:2]2[N:11]=[CH:10][C:9]([C:12]3[CH:17]=[CH:16][C:15]([N+:18]([O-:20])=[O:19])=[CH:14][CH:13]=3)=[CH:8][C:3]=2[C:4]([O:6][CH3:7])=[O:5])[CH2:35][CH2:34][O:33][CH2:32][CH2:31]1. Given the reactants Cl[C:2]1[N:11]=[CH:10][C:9]([C:12]2[CH:17]=[CH:16][C:15]([N+:18]([O-:20])=[O:19])=[CH:14][CH:13]=2)=[CH:8][C:3]=1[C:4]([O:6][CH3:7])=[O:5].C(N(C(C)C)CC)(C)C.[N:30]1([CH2:36][CH2:37][NH2:38])[CH2:35][CH2:34][O:33][CH2:32][CH2:31]1, predict the reaction product. (6) Given the reactants [C:1]1([C:7]2[CH:12]=[C:11]([C:13]3[CH:18]=[CH:17][CH:16]=[CH:15][CH:14]=3)[N:10]=[C:9]([O:19][CH2:20][CH2:21][CH2:22][CH2:23][CH2:24][O:25][C:26]3[CH:31]=[CH:30][C:29]([CH:32]=[CH:33][C:34]([O:36]CC)=[O:35])=[CH:28][C:27]=3[O:39][CH2:40][CH3:41])[CH:8]=2)[CH:6]=[CH:5][CH:4]=[CH:3][CH:2]=1.[OH-].[K+], predict the reaction product. The product is: [C:1]1([C:7]2[CH:12]=[C:11]([C:13]3[CH:14]=[CH:15][CH:16]=[CH:17][CH:18]=3)[N:10]=[C:9]([O:19][CH2:20][CH2:21][CH2:22][CH2:23][CH2:24][O:25][C:26]3[CH:31]=[CH:30][C:29]([CH:32]=[CH:33][C:34]([OH:36])=[O:35])=[CH:28][C:27]=3[O:39][CH2:40][CH3:41])[CH:8]=2)[CH:6]=[CH:5][CH:4]=[CH:3][CH:2]=1. (7) Given the reactants [F:1][C:2]1[CH:7]=[CH:6][C:5]([C:8]2[N:9]=[C:10]3[CH2:15][N:14]([C:16]([O:18][C:19]([CH3:22])([CH3:21])[CH3:20])=[O:17])[CH2:13][CH2:12][N:11]3[CH:23]=2)=[CH:4][CH:3]=1.C1C(=O)N([I:31])C(=O)C1, predict the reaction product. The product is: [F:1][C:2]1[CH:7]=[CH:6][C:5]([C:8]2[N:9]=[C:10]3[CH2:15][N:14]([C:16]([O:18][C:19]([CH3:20])([CH3:22])[CH3:21])=[O:17])[CH2:13][CH2:12][N:11]3[C:23]=2[I:31])=[CH:4][CH:3]=1. (8) Given the reactants [CH2:1]([C@H:8]([NH:23][C:24](=[O:33])[O:25][CH2:26][C:27]1[CH:32]=[CH:31][CH:30]=[CH:29][CH:28]=1)[CH2:9][NH:10][C:11](=[O:22])[C@H:12]([NH:14]C(OC(C)(C)C)=O)[CH3:13])[C:2]1[CH:7]=[CH:6][CH:5]=[CH:4][CH:3]=1.CO.C(O)(C(F)(F)F)=O, predict the reaction product. The product is: [NH2:14][C@@H:12]([C:11]([NH:10][CH2:9][C@@H:8]([NH:23][C:24](=[O:33])[O:25][CH2:26][C:27]1[CH:28]=[CH:29][CH:30]=[CH:31][CH:32]=1)[CH2:1][C:2]1[CH:7]=[CH:6][CH:5]=[CH:4][CH:3]=1)=[O:22])[CH3:13]. (9) Given the reactants [Br:1][C:2]1[C:3]([C:9]#[N:10])=[N:4][CH:5]=[C:6](F)[CH:7]=1.Cl.[NH2:12][C@H:13]([CH2:17][CH:18]1[CH2:20][CH2:19]1)[C:14]([NH2:16])=[O:15].CCN(C(C)C)C(C)C.O, predict the reaction product. The product is: [Br:1][C:2]1[CH:7]=[C:6]([NH:12][C@H:13]([CH2:17][CH:18]2[CH2:20][CH2:19]2)[C:14]([NH2:16])=[O:15])[CH:5]=[N:4][C:3]=1[C:9]#[N:10].